Dataset: Full USPTO retrosynthesis dataset with 1.9M reactions from patents (1976-2016). Task: Predict the reactants needed to synthesize the given product. (1) Given the product [C:25]([C:23]1[CH:22]=[CH:21][N:20]=[C:19]([CH2:18][NH:17][C:11]2[N:10]=[C:9]([NH:8][CH:2]3[CH2:3][CH2:4][CH2:5][CH2:6][CH2:7]3)[C:14]([CH3:15])=[C:13]([CH3:16])[N:12]=2)[CH:24]=1)([CH3:28])([CH3:27])[CH3:26], predict the reactants needed to synthesize it. The reactants are: Cl.[CH:2]1([NH:8][C:9]2[C:14]([CH3:15])=[C:13]([CH3:16])[N:12]=[C:11]([NH:17][CH2:18][C:19]3[CH:24]=[CH:23][CH:22]=[CH:21][N:20]=3)[N:10]=2)[CH2:7][CH2:6][CH2:5][CH2:4][CH2:3]1.[C:25](C1C=CN=C(CN)C=1)([CH3:28])([CH3:27])[CH3:26]. (2) The reactants are: [Cl:1][C:2]1[CH:3]=[C:4]([C:8]2[N:13]=[C:12]([C:14]([OH:16])=O)[CH:11]=[N:10][C:9]=2[CH:17]2[CH2:19][CH2:18]2)[CH:5]=[CH:6][CH:7]=1.[NH2:20][N:21]1[CH2:26][CH2:25][CH2:24][CH2:23][CH2:22]1. Given the product [N:21]1([NH:20][C:14]([C:12]2[CH:11]=[N:10][C:9]([CH:17]3[CH2:19][CH2:18]3)=[C:8]([C:4]3[CH:5]=[CH:6][CH:7]=[C:2]([Cl:1])[CH:3]=3)[N:13]=2)=[O:16])[CH2:26][CH2:25][CH2:24][CH2:23][CH2:22]1, predict the reactants needed to synthesize it. (3) Given the product [C:11]1([CH2:10][CH2:9][NH:8][C:6]2[CH:5]=[N+:4]([O-:17])[CH:3]=[C:2]([C:21]3[CH:22]=[CH:23][N:18]=[CH:19][CH:20]=3)[N:7]=2)[CH:16]=[CH:15][CH:14]=[CH:13][CH:12]=1, predict the reactants needed to synthesize it. The reactants are: Cl[C:2]1[N:7]=[C:6]([NH:8][CH2:9][CH2:10][C:11]2[CH:16]=[CH:15][CH:14]=[CH:13][CH:12]=2)[CH:5]=[N+:4]([O-:17])[CH:3]=1.[N:18]1[CH:23]=[CH:22][C:21](B(O)O)=[CH:20][CH:19]=1.C(=O)([O-])[O-].[Na+].[Na+].C(O)C.O. (4) The reactants are: [NH2:1][C@@H:2]([CH3:37])[C@@H:3]([C:27]1[CH:28]=[CH:29][C:30]2[CH2:35][O:34][CH2:33][O:32][C:31]=2[CH:36]=1)[O:4][C:5]1[CH:6]=[C:7]2[C:11](=[CH:12][CH:13]=1)[N:10]([C:14]1[CH:15]=[C:16]([CH:24]=[CH:25][CH:26]=1)[C:17]([O:19][CH2:20][CH:21]([CH3:23])[CH3:22])=[O:18])[N:9]=[CH:8]2.[F:38][C:39]([F:44])([CH3:43])[C:40](O)=[O:41].CN(C(ON1N=NC2C=CC=CC1=2)=[N+](C)C)C.F[P-](F)(F)(F)(F)F.C(N(C(C)C)C(C)C)C. Given the product [O:32]1[C:31]2[CH:36]=[C:27]([C@@H:3]([O:4][C:5]3[CH:6]=[C:7]4[C:11](=[CH:12][CH:13]=3)[N:10]([C:14]3[CH:15]=[C:16]([CH:24]=[CH:25][CH:26]=3)[C:17]([O:19][CH2:20][CH:21]([CH3:22])[CH3:23])=[O:18])[N:9]=[CH:8]4)[C@@H:2]([NH:1][C:40](=[O:41])[C:39]([F:44])([F:38])[CH3:43])[CH3:37])[CH:28]=[CH:29][C:30]=2[CH2:35][O:34][CH2:33]1, predict the reactants needed to synthesize it. (5) The reactants are: [F:1][C:2]([F:34])([F:33])[C:3]1[CH:4]=[C:5]([C@H:13]([O:15][C@@H:16]2[C@@H:21]([C:22]3[CH:27]=[CH:26][CH:25]=[CH:24][CH:23]=3)[C@H:20]([C@H:28]3CCN3C)[CH2:19][CH2:18][O:17]2)[CH3:14])[CH:6]=[C:7]([C:9]([F:12])([F:11])[F:10])[CH:8]=1.[N:35]1([C:40]([O-:42])=[O:41])[CH2:39][CH2:38][CH2:37][CH2:36]1. Given the product [F:11][C:9]([F:10])([F:12])[C:7]1[CH:6]=[C:5]([C@H:13]([O:15][C@@H:16]2[C@@H:21]([C:22]3[CH:23]=[CH:24][CH:25]=[CH:26][CH:27]=3)[C@H:20]([CH:28]3[O:41][C:40](=[O:42])[N:35]4[CH2:39][CH2:38][CH2:37][CH:36]34)[CH2:19][CH2:18][O:17]2)[CH3:14])[CH:4]=[C:3]([C:2]([F:34])([F:33])[F:1])[CH:8]=1, predict the reactants needed to synthesize it. (6) Given the product [CH3:3][N:2]([CH2:4][CH:5]1[CH2:14][CH2:13][C:12]2[C:7](=[CH:8][CH:9]=[C:10]([O:15][CH2:17][C:18]3[O:19][C:20]([C:23]4[CH:24]=[CH:25][CH:26]=[CH:27][CH:28]=4)=[N:21][N:22]=3)[CH:11]=2)[CH2:6]1)[CH3:1], predict the reactants needed to synthesize it. The reactants are: [CH3:1][N:2]([CH2:4][CH:5]1[CH2:14][CH2:13][C:12]2[C:7](=[CH:8][CH:9]=[C:10]([OH:15])[CH:11]=2)[CH2:6]1)[CH3:3].Cl[CH2:17][C:18]1[O:19][C:20]([C:23]2[CH:28]=[CH:27][CH:26]=[CH:25][CH:24]=2)=[N:21][N:22]=1.C(=O)([O-])[O-].[K+].[K+]. (7) Given the product [Cl:19][C:20]1[C:21]([O:31][CH3:32])=[CH:22][C:23]([O:29][CH3:30])=[C:24]([CH:28]=1)[C:25]([NH:1][C:2]1[CH:11]=[CH:10][CH:9]=[C:8]2[C:3]=1[CH2:4][CH2:5][N:6]([C:12]([O:14][C:15]([CH3:18])([CH3:17])[CH3:16])=[O:13])[CH2:7]2)=[O:26], predict the reactants needed to synthesize it. The reactants are: [NH2:1][C:2]1[CH:11]=[CH:10][CH:9]=[C:8]2[C:3]=1[CH2:4][CH2:5][N:6]([C:12]([O:14][C:15]([CH3:18])([CH3:17])[CH3:16])=[O:13])[CH2:7]2.[Cl:19][C:20]1[C:21]([O:31][CH3:32])=[CH:22][C:23]([O:29][CH3:30])=[C:24]([CH:28]=1)[C:25](Cl)=[O:26]. (8) Given the product [Cl:1][C:2]1[N:7]([CH3:8])[C:6](=[O:9])[C:5]([O:10][CH2:19][C:16]2[CH:17]=[CH:18][C:13]([O:12][CH3:11])=[CH:14][CH:15]=2)=[CH:4][N:3]=1, predict the reactants needed to synthesize it. The reactants are: [Cl:1][C:2]1[N:7]([CH3:8])[C:6](=[O:9])[C:5]([OH:10])=[CH:4][N:3]=1.[CH3:11][O:12][C:13]1[CH:18]=[CH:17][C:16]([CH2:19]Cl)=[CH:15][CH:14]=1.C([O-])([O-])=O.[Cs+].[Cs+]. (9) Given the product [CH2:1]([O:3][C:4](=[O:16])[CH2:5][N:6]1[C:14]2[C:9](=[CH:10][CH:11]=[C:12]([O:15][CH:30]([CH3:31])[CH2:29][CH2:28][C:27]#[C:26][C:23]3[CH:24]=[CH:25][C:20]([O:19][C:18]([F:17])([F:33])[F:34])=[CH:21][CH:22]=3)[CH:13]=2)[CH:8]=[CH:7]1)[CH3:2], predict the reactants needed to synthesize it. The reactants are: [CH2:1]([O:3][C:4](=[O:16])[CH2:5][N:6]1[C:14]2[C:9](=[CH:10][CH:11]=[C:12]([OH:15])[CH:13]=2)[CH:8]=[CH:7]1)[CH3:2].[F:17][C:18]([F:34])([F:33])[O:19][C:20]1[CH:25]=[CH:24][C:23]([C:26]#[C:27][CH2:28][CH2:29][CH:30](O)[CH3:31])=[CH:22][CH:21]=1.CN(C)C(N=NC(N(C)C)=O)=O.C(P(CCCC)CCCC)CCC.